Dataset: Forward reaction prediction with 1.9M reactions from USPTO patents (1976-2016). Task: Predict the product of the given reaction. (1) Given the reactants [CH3:1][CH:2]1[S:7](=[O:9])(=[O:8])[CH:6]([CH3:10])[CH2:5][NH:4][CH2:3]1.[Cl:11][CH2:12][CH:13]=O, predict the reaction product. The product is: [Cl:11][CH2:12][CH2:13][N:4]1[CH2:5][CH:6]([CH3:10])[S:7](=[O:9])(=[O:8])[CH:2]([CH3:1])[CH2:3]1. (2) Given the reactants [Br:1][C:2]1[N:3]=[C:4]([C:10]([F:13])([F:12])[F:11])[S:5][C:6]=1[C:7](O)=[O:8].O=S(Cl)[Cl:16], predict the reaction product. The product is: [Br:1][C:2]1[N:3]=[C:4]([C:10]([F:13])([F:12])[F:11])[S:5][C:6]=1[C:7]([Cl:16])=[O:8]. (3) Given the reactants [H-].[H-].[H-].[H-].[Li+].[Al+3].[CH2:7]([C:9]1[CH:14]=[CH:13][C:12]([C:15]2[S:16][C:17]([CH3:41])=[C:18]([C:37]([F:40])([F:39])[F:38])[C:19]=2[CH2:20][O:21][C:22]2[C:27]([F:28])=[CH:26][C:25]([CH2:29][CH2:30][C:31](OCC)=[O:32])=[CH:24][C:23]=2[F:36])=[CH:11][CH:10]=1)[CH3:8], predict the reaction product. The product is: [CH2:7]([C:9]1[CH:14]=[CH:13][C:12]([C:15]2[S:16][C:17]([CH3:41])=[C:18]([C:37]([F:38])([F:40])[F:39])[C:19]=2[CH2:20][O:21][C:22]2[C:27]([F:28])=[CH:26][C:25]([CH2:29][CH2:30][CH2:31][OH:32])=[CH:24][C:23]=2[F:36])=[CH:11][CH:10]=1)[CH3:8]. (4) Given the reactants C([Li])(C)(C)C.Br[C:7]1[CH:12]=[CH:11][N:10]=[C:9]([CH:13]2[CH2:15][CH2:14]2)[CH:8]=1.[Br:16][C:17]1[CH:22]=[C:21]([C:23]([C:31]2[CH:36]=[CH:35][CH:34]=[C:33]([F:37])[C:32]=2[C:38]#[N:39])=[N:24]S(C(C)(C)C)=O)[CH:20]=[CH:19][N:18]=1.Cl, predict the reaction product. The product is: [Br:16][C:17]1[CH:22]=[C:21]([C:23]2([C:7]3[CH:12]=[CH:11][N:10]=[C:9]([CH:13]4[CH2:15][CH2:14]4)[CH:8]=3)[C:31]3[C:32](=[C:33]([F:37])[CH:34]=[CH:35][CH:36]=3)[C:38]([NH2:39])=[N:24]2)[CH:20]=[CH:19][N:18]=1. (5) Given the reactants [CH3:1][C:2]([CH3:8])([CH3:7])[CH2:3][C:4](Cl)=[O:5].[Br:9][C:10]1[CH:15]=[CH:14][C:13](N)=[C:12]([Cl:17])[CH:11]=1.O.C(#[N:21])C, predict the reaction product. The product is: [Br:9][C:10]1[CH:15]=[CH:14][C:13]([CH:3]([C:2]([CH3:8])([CH3:7])[CH3:1])[C:4]([NH2:21])=[O:5])=[C:12]([Cl:17])[CH:11]=1. (6) Given the reactants [CH2:1]([O:3][C:4](=[O:19])[C:5]([NH:7][C:8]1[CH:9]=[CH:10][C:11]([Br:18])=[C:12]2[C:17]=1[N:16]=[CH:15][CH:14]=[CH:13]2)=[O:6])[CH3:2].[N+:20]([O-])([OH:22])=[O:21], predict the reaction product. The product is: [CH2:1]([O:3][C:4](=[O:19])[C:5]([NH:7][C:8]1[C:9]([N+:20]([O-:22])=[O:21])=[CH:10][C:11]([Br:18])=[C:12]2[C:17]=1[N:16]=[CH:15][CH:14]=[CH:13]2)=[O:6])[CH3:2]. (7) Given the reactants [C:1]([O:5][C:6]([N:8]1[CH2:13][CH:12]=[C:11]([C:14]2[CH:22]=[C:21]3[C:17]([CH:18]=[N:19][NH:20]3)=[CH:16][CH:15]=2)[CH2:10][CH2:9]1)=[O:7])([CH3:4])([CH3:3])[CH3:2].[I:23]I.[OH-].[K+].[O-]S([O-])(=S)=O.[Na+].[Na+], predict the reaction product. The product is: [C:1]([O:5][C:6]([N:8]1[CH2:9][CH:10]=[C:11]([C:14]2[CH:22]=[C:21]3[C:17]([C:18]([I:23])=[N:19][NH:20]3)=[CH:16][CH:15]=2)[CH2:12][CH2:13]1)=[O:7])([CH3:4])([CH3:2])[CH3:3]. (8) Given the reactants [N+:1]([C:4]1[CH:12]=[C:11]2[C:7]([C:8]([C:13]3[CH:20]=[CH:19][C:16]([C:17]#[N:18])=[CH:15][CH:14]=3)=[CH:9][NH:10]2)=[CH:6][CH:5]=1)([O-:3])=[O:2].[O-]P([O-])([O-])=O.[K+].[K+].[K+].Br[C:30]1[CH:31]=[N:32][CH:33]=[CH:34][CH:35]=1.CN[C@@H]1CCCC[C@H]1NC, predict the reaction product. The product is: [N+:1]([C:4]1[CH:12]=[C:11]2[C:7]([C:8]([C:13]3[CH:14]=[CH:15][C:16]([C:17]#[N:18])=[CH:19][CH:20]=3)=[CH:9][N:10]2[C:30]2[CH:31]=[N:32][CH:33]=[CH:34][CH:35]=2)=[CH:6][CH:5]=1)([O-:3])=[O:2].